This data is from Full USPTO retrosynthesis dataset with 1.9M reactions from patents (1976-2016). The task is: Predict the reactants needed to synthesize the given product. Given the product [Cl:10][C:8]1[CH:7]=[C:6]([C:11]2([C:34]([F:36])([F:35])[F:37])[O:15][N:14]=[C:13]([C:16]3[C:25]4[C:20](=[CH:21][CH:22]=[CH:23][CH:24]=4)[C:19]([C:26]([NH:28][CH2:29][CH2:30][S:31]([CH3:33])(=[O:1])=[O:32])=[O:27])=[CH:18][CH:17]=3)[CH2:12]2)[CH:5]=[C:4]([Cl:3])[CH:9]=1, predict the reactants needed to synthesize it. The reactants are: [OH:1]O.[Cl:3][C:4]1[CH:5]=[C:6]([C:11]2([C:34]([F:37])([F:36])[F:35])[O:15][N:14]=[C:13]([C:16]3[C:25]4[C:20](=[CH:21][CH:22]=[CH:23][CH:24]=4)[C:19]([C:26]([NH:28][CH2:29][CH2:30][S:31]([CH3:33])=[O:32])=[O:27])=[CH:18][CH:17]=3)[CH2:12]2)[CH:7]=[C:8]([Cl:10])[CH:9]=1.[OH-].[Na+].